The task is: Predict the product of the given reaction.. This data is from Forward reaction prediction with 1.9M reactions from USPTO patents (1976-2016). (1) Given the reactants [F:1][C:2]1[CH:7]=[CH:6][C:5]([N:8]2[C:12](I)=[CH:11][C:10]([NH2:14])=[N:9]2)=[CH:4][CH:3]=1.[Cl:15][C:16]1[CH:17]=[C:18](B2OC(C)(C)C(C)(C)O2)[CH:19]=[C:20]([CH2:22][O:23][C@H:24]([CH3:29])[C:25]([F:28])([F:27])[F:26])[CH:21]=1.C(=O)([O-])[O-].[Na+].[Na+].C1(P(C2CCCCC2)C2CCCCC2)CCCCC1, predict the reaction product. The product is: [Cl:15][C:16]1[CH:17]=[C:18]([C:12]2[N:8]([C:5]3[CH:6]=[CH:7][C:2]([F:1])=[CH:3][CH:4]=3)[N:9]=[C:10]([NH2:14])[CH:11]=2)[CH:19]=[C:20]([CH2:22][O:23][C@H:24]([CH3:29])[C:25]([F:26])([F:27])[F:28])[CH:21]=1. (2) Given the reactants [N+:1]([O-:4])(O)=[O:2].[CH3:5][C:6]1[N:14]=[C:13]([CH3:15])[CH:12]=[C:11]([OH:16])[C:7]=1[C:8]([OH:10])=[O:9], predict the reaction product. The product is: [CH3:5][C:6]1[N:14]=[C:13]([CH3:15])[C:12]([N+:1]([O-:4])=[O:2])=[C:11]([OH:16])[C:7]=1[C:8]([OH:10])=[O:9]. (3) Given the reactants [CH3:1][C:2]1[CH:3]=[N:4][C:5]([CH2:8][OH:9])=[N:6][CH:7]=1, predict the reaction product. The product is: [CH3:1][C:2]1[CH:3]=[N:4][C:5]([CH:8]=[O:9])=[N:6][CH:7]=1. (4) The product is: [C:38]([C:28]1[CH:27]=[CH:26][CH:25]=[CH:24][C:23]=1[O:22][CH2:21][C@@H:20]([OH:29])[CH2:19][NH:18][CH:15]1[CH2:14][CH2:13][N:12]([C:10](=[O:11])[CH2:9][O:8][C:7]2[CH:6]=[CH:5][C:4]([C:30]3[CH2:31][CH2:32][C:33](=[O:36])[NH:34][N:35]=3)=[CH:3][C:2]=2[Cl:1])[CH2:17][CH2:16]1)(=[O:37])[CH3:39]. Given the reactants [Cl:1][C:2]1[CH:3]=[C:4]([C:30]2[CH2:31][CH2:32][C:33](=[O:36])[NH:34][N:35]=2)[CH:5]=[CH:6][C:7]=1[O:8][CH2:9][C:10]([N:12]1[CH2:17][CH2:16][CH:15]([NH:18][CH2:19][C@H:20]([OH:29])[CH2:21][O:22][C:23]2[CH:28]=[CH:27][CH:26]=[CH:25][CH:24]=2)[CH2:14][CH2:13]1)=[O:11].[OH:37][CH2:38][C:39](C1C=CC=CC=1)=O, predict the reaction product. (5) Given the reactants [C:1]([O:7][C:8]([CH3:11])([CH3:10])[CH3:9])(=[O:6])[CH2:2][C:3]([CH3:5])=O.[F:12][C:13]1[C:20]([F:21])=[CH:19][CH:18]=[CH:17][C:14]=1[CH:15]=O.[NH4+:22].[OH-:23], predict the reaction product. The product is: [F:12][C:13]1[C:20]([F:21])=[CH:19][CH:18]=[CH:17][C:14]=1[CH:15]1[C:2]([C:1]([O:7][C:8]([CH3:11])([CH3:10])[CH3:9])=[O:6])=[C:3]([CH3:5])[NH:22][C:3]([CH3:5])=[C:2]1[C:1]([O:7][C:8]([CH3:11])([CH3:10])[CH3:9])=[O:23]. (6) The product is: [O:1]1[CH2:6][CH2:5][N:4]([CH2:7][C:8]2[N:9]=[C:10]([C:24]([O-:26])=[O:25])[S:11][CH:12]=2)[CH2:3][CH2:2]1.[Li+:17]. Given the reactants [O:1]1[CH2:6][CH2:5][N:4]([CH2:7][C:8]2[N:9]=[CH:10][S:11][CH:12]=2)[CH2:3][CH2:2]1.C([Li:17])CCC.CCCCCC.[C:24](=[O:26])=[O:25], predict the reaction product.